Dataset: Full USPTO retrosynthesis dataset with 1.9M reactions from patents (1976-2016). Task: Predict the reactants needed to synthesize the given product. Given the product [CH2:12]([O:11][C:9](=[O:10])[C:8]1[CH:14]=[C:15]([CH3:16])[N:6]=[C:4]([SH:5])[C:3]=1[C:1]#[N:2])[CH3:13], predict the reactants needed to synthesize it. The reactants are: [C:1]([CH2:3][C:4]([NH2:6])=[S:5])#[N:2].O=[C:8]([CH2:14][C:15](=O)[CH3:16])[C:9]([O:11][CH2:12][CH3:13])=[O:10].C(N(CC)CC)C.